The task is: Predict the reactants needed to synthesize the given product.. This data is from Full USPTO retrosynthesis dataset with 1.9M reactions from patents (1976-2016). (1) Given the product [F:9][C:8]([F:11])([F:10])[C:3]1[CH:4]=[CH:5][CH:6]=[CH:7][C:2]=1[CH2:17][CH:18]([OH:20])[CH3:19], predict the reactants needed to synthesize it. The reactants are: I[C:2]1[CH:7]=[CH:6][CH:5]=[CH:4][C:3]=1[C:8]([F:11])([F:10])[F:9].[Li]CCCC.[CH2:17]1[O:20][CH:18]1[CH3:19]. (2) The reactants are: [O:1]1[CH2:5][CH2:4][NH:3][C:2]1=[O:6].C(OC([N:14]1[CH2:19][CH2:18][CH:17]([CH2:20][CH2:21][CH2:22][CH2:23]I)[CH2:16][CH2:15]1)=O)(C)(C)C.[H-].[H-].[H-].[H-].[Li+].[Al+3]. Given the product [NH:14]1[CH2:19][CH2:18][CH:17]([CH2:20][CH2:21][CH2:22][CH2:23][N:3]2[CH2:4][CH2:5][O:1][C:2]2=[O:6])[CH2:16][CH2:15]1, predict the reactants needed to synthesize it. (3) Given the product [Cl:1][C:2]1[CH:3]=[C:4]([CH:18]=[CH:19][C:20]=1[O:21][CH3:22])[CH2:5][O:6][C:7]1[C:12]([C:13]([NH:29][CH2:28][C:27]2[CH:30]=[CH:31][C:24]([F:23])=[CH:25][CH:26]=2)=[O:15])=[CH:11][N:10]=[C:9]([S:16][CH3:17])[N:8]=1, predict the reactants needed to synthesize it. The reactants are: [Cl:1][C:2]1[CH:3]=[C:4]([CH:18]=[CH:19][C:20]=1[O:21][CH3:22])[CH2:5][O:6][C:7]1[C:12]([C:13]([OH:15])=O)=[CH:11][N:10]=[C:9]([S:16][CH3:17])[N:8]=1.[F:23][C:24]1[CH:31]=[CH:30][C:27]([CH2:28][NH2:29])=[CH:26][CH:25]=1.CCN(C(C)C)C(C)C.CN(C(ON1N=NC2C=CC=NC1=2)=[N+](C)C)C.F[P-](F)(F)(F)(F)F. (4) Given the product [NH2:20][C@@H:8]([CH2:9][C:10]1[C:19]2[C:14](=[CH:15][CH:16]=[CH:17][CH:18]=2)[CH:13]=[CH:12][CH:11]=1)[C:7]([N:6]([CH2:5][CH:4]([O:41][CH2:42][CH3:43])[O:3][CH2:1][CH3:2])[CH2:32][CH2:33][CH2:34][C:35]1[CH:40]=[CH:39][CH:38]=[CH:37][CH:36]=1)=[O:31], predict the reactants needed to synthesize it. The reactants are: [CH2:1]([O:3][CH:4]([O:41][CH2:42][CH3:43])[CH2:5][N:6]([CH2:32][CH2:33][CH2:34][C:35]1[CH:40]=[CH:39][CH:38]=[CH:37][CH:36]=1)[C:7](=[O:31])[C@@H:8]([NH:20]C(=O)OCC1C=CC=CC=1)[CH2:9][C:10]1[C:19]2[C:14](=[CH:15][CH:16]=[CH:17][CH:18]=2)[CH:13]=[CH:12][CH:11]=1)[CH3:2]. (5) The reactants are: C[O:2][CH:3]=[CH:4][CH:5]1[CH2:10][CH2:9][CH2:8][O:7][CH2:6]1.Cl. Given the product [O:7]1[CH2:8][CH2:9][CH2:10][CH:5]([CH2:4][CH:3]=[O:2])[CH2:6]1, predict the reactants needed to synthesize it. (6) Given the product [CH3:1][O:2][C:3]([C:5]1[C:13]2[C:8](=[CH:9][C:10]([Cl:14])=[CH:11][CH:12]=2)[N:7]([CH3:16])[C:6]=1[CH3:15])=[O:4], predict the reactants needed to synthesize it. The reactants are: [CH3:1][O:2][C:3]([C:5]1[C:13]2[C:8](=[CH:9][C:10]([Cl:14])=[CH:11][CH:12]=2)[NH:7][C:6]=1[CH3:15])=[O:4].[C:16](=O)([O-])[O-].[K+].[K+].IC.CN(C=O)C. (7) Given the product [Br:6][C:7]1[CH:12]=[CH:11][CH:10]=[C:9]([Si:15]([CH3:17])([CH3:16])[CH3:14])[CH:8]=1, predict the reactants needed to synthesize it. The reactants are: C([Li])CCC.[Br:6][C:7]1[CH:12]=[CH:11][CH:10]=[C:9](Br)[CH:8]=1.[CH3:14][Si:15](Cl)([CH3:17])[CH3:16].O.